The task is: Predict the reactants needed to synthesize the given product.. This data is from Full USPTO retrosynthesis dataset with 1.9M reactions from patents (1976-2016). (1) Given the product [N+:15]([C:11]1[CH:10]=[C:9]2[C:14](=[CH:13][CH:12]=1)[N:5]([CH2:4][CH2:3][CH2:2][N:19]1[CH2:24][CH2:23][CH2:22][CH2:21][CH2:20]1)[C:6](=[O:18])[CH2:7][CH2:8]2)([O-:17])=[O:16], predict the reactants needed to synthesize it. The reactants are: Cl[CH2:2][CH2:3][CH2:4][N:5]1[C:14]2[C:9](=[CH:10][C:11]([N+:15]([O-:17])=[O:16])=[CH:12][CH:13]=2)[CH2:8][CH2:7][C:6]1=[O:18].[NH:19]1[CH2:24][CH2:23][CH2:22][CH2:21][CH2:20]1.[I-].[K+].C(=O)([O-])[O-].[K+].[K+]. (2) Given the product [C:1]([O:5][C:6]([N:8]1[CH2:9][CH2:10][N:11]([C:14]2[CH:22]=[CH:21][CH:20]=[C:19]3[C:15]=2[C:16]([CH2:33][N:34]([CH3:36])[CH3:35])=[CH:17][N:18]3[Si:23]([CH:24]([CH3:25])[CH3:26])([CH:27]([CH3:29])[CH3:28])[CH:30]([CH3:32])[CH3:31])[CH2:12][CH2:13]1)=[O:7])([CH3:3])([CH3:4])[CH3:2], predict the reactants needed to synthesize it. The reactants are: [C:1]([O:5][C:6]([N:8]1[CH2:13][CH2:12][N:11]([C:14]2[CH:22]=[CH:21][CH:20]=[C:19]3[C:15]=2[CH:16]=[CH:17][N:18]3[Si:23]([CH:30]([CH3:32])[CH3:31])([CH:27]([CH3:29])[CH3:28])[CH:24]([CH3:26])[CH3:25])[CH2:10][CH2:9]1)=[O:7])([CH3:4])([CH3:3])[CH3:2].[CH3:33][N+:34]([CH3:36])=[CH2:35].[I-].C(Cl)Cl. (3) The reactants are: C[Si](C)(C)N[Si](C)(C)C.[K].[CH:11]([OH:14])([CH3:13])[CH3:12].F[C:16]1[CH:23]=[CH:22][C:19]([C:20]#[N:21])=[CH:18][C:17]=1[N+:24]([O-:26])=[O:25].O. Given the product [CH:11]([O:14][C:16]1[CH:23]=[CH:22][C:19]([C:20]#[N:21])=[CH:18][C:17]=1[N+:24]([O-:26])=[O:25])([CH3:13])[CH3:12], predict the reactants needed to synthesize it. (4) Given the product [C:1]([O:5][C:6](=[O:7])[NH:8][C@@H:12]([CH2:11][C@H:10]([CH2:9][C:32]1[CH:37]=[CH:36][C:35]([O:38][CH3:39])=[C:34]([O:40][CH2:41][CH2:42][CH2:43][O:44][CH3:45])[CH:33]=1)[CH:29]([CH3:31])[CH3:30])[C@@H:13]([OH:28])[CH2:14][C@H:15]([CH2:19][OH:20])[CH:16]([CH3:17])[CH3:18])([CH3:4])([CH3:2])[CH3:3], predict the reactants needed to synthesize it. The reactants are: [C:1]([O:5][C:6]([N:8]1[C@H:12]([C@@H:13]([OH:28])[CH2:14][C@H:15]([CH2:19][O:20]CC2C=CC=CC=2)[CH:16]([CH3:18])[CH3:17])[CH2:11][C@@H:10]([CH:29]([CH3:31])[CH3:30])[C@@H:9]1[C:32]1[CH:37]=[CH:36][C:35]([O:38][CH3:39])=[C:34]([O:40][CH2:41][CH2:42][CH2:43][O:44][CH3:45])[CH:33]=1)=[O:7])([CH3:4])([CH3:3])[CH3:2].[Na].[Cl-].[NH4+].C1(C)C=CC=CC=1. (5) Given the product [Cl:52][C:28]1[CH:27]=[C:26]([C:11]2[CH:12]=[CH:13][C:8]([C:6]([N:1]3[CH2:5][CH2:4][CH2:3][CH2:2]3)=[O:7])=[CH:9][CH:10]=2)[CH:51]=[CH:50][C:29]=1[C:30]([N:32]1[CH2:37][CH2:36][C:35]([CH2:39][N:40]2[C:45](=[O:46])[C:44]3=[CH:47][CH:48]=[CH:49][N:43]3[N:42]=[CH:41]2)([OH:38])[CH2:34][CH2:33]1)=[O:31], predict the reactants needed to synthesize it. The reactants are: [N:1]1([C:6]([C:8]2[CH:13]=[CH:12][C:11](B(O)O)=[CH:10][CH:9]=2)=[O:7])[CH2:5][CH2:4][CH2:3][CH2:2]1.P([O-])([O-])([O-])=O.[K+].[K+].[K+].Br[C:26]1[CH:51]=[CH:50][C:29]([C:30]([N:32]2[CH2:37][CH2:36][C:35]([CH2:39][N:40]3[C:45](=[O:46])[C:44]4=[CH:47][CH:48]=[CH:49][N:43]4[N:42]=[CH:41]3)([OH:38])[CH2:34][CH2:33]2)=[O:31])=[C:28]([Cl:52])[CH:27]=1. (6) Given the product [C:23]([O:22][C:21]([N:20]([CH2:28][C:29]1[CH:34]=[CH:33][CH:32]=[C:31]([C:35]([F:37])([F:38])[F:36])[CH:30]=1)[C:18]1[CH:17]=[CH:16][N:15]=[C:14]([C:3]2[CH:4]=[C:5]([N:8]3[CH2:13][CH2:12][CH2:11][CH2:10][CH2:9]3)[CH:6]=[CH:7][C:2]=2[NH:1][C:40]([C:42]2[CH:43]=[C:44]([CH:53]=[CH:54][CH:55]=2)[CH2:45][S:46][CH2:47][CH2:48][C:49]([O:51][CH3:52])=[O:50])=[O:41])[CH:19]=1)=[O:27])([CH3:26])([CH3:24])[CH3:25], predict the reactants needed to synthesize it. The reactants are: [NH2:1][C:2]1[CH:7]=[CH:6][C:5]([N:8]2[CH2:13][CH2:12][CH2:11][CH2:10][CH2:9]2)=[CH:4][C:3]=1[C:14]1[CH:19]=[C:18]([N:20]([CH2:28][C:29]2[CH:34]=[CH:33][CH:32]=[C:31]([C:35]([F:38])([F:37])[F:36])[CH:30]=2)[C:21](=[O:27])[O:22][C:23]([CH3:26])([CH3:25])[CH3:24])[CH:17]=[CH:16][N:15]=1.Cl[C:40]([C:42]1[CH:43]=[C:44]([CH:53]=[CH:54][CH:55]=1)[CH2:45][S:46][CH2:47][CH2:48][C:49]([O:51][CH3:52])=[O:50])=[O:41].N1C=CC=CC=1.OS(O)(=O)=O. (7) Given the product [F:10][C:9]([F:12])([F:11])[CH:8]([C:5]1[CH:6]=[CH:7][C:2]([C:20]2[CH:19]=[CH:18][CH:17]=[C:16]([C:14]#[N:15])[CH:21]=2)=[CH:3][CH:4]=1)[OH:13], predict the reactants needed to synthesize it. The reactants are: Br[C:2]1[CH:7]=[CH:6][C:5]([CH:8]([OH:13])[C:9]([F:12])([F:11])[F:10])=[CH:4][CH:3]=1.[C:14]([C:16]1[CH:17]=[C:18](B(O)O)[CH:19]=[CH:20][CH:21]=1)#[N:15].